From a dataset of Forward reaction prediction with 1.9M reactions from USPTO patents (1976-2016). Predict the product of the given reaction. (1) Given the reactants Br[C:2]1[CH:3]=[C:4]([N:8]=C(C2C=CC=CC=2)C2C=CC=CC=2)[CH:5]=[CH:6][CH:7]=1.C([O:25][B:26](OC(C)C)[O:27]C(C)C)(C)C.C([Li])CCC.[S:40](=[O:44])(=[O:43])([OH:42])[OH:41], predict the reaction product. The product is: [S:40]([OH:44])([OH:43])(=[O:42])=[O:41].[NH2:8][C:4]1[CH:3]=[C:2]([B:26]([OH:27])[OH:25])[CH:7]=[CH:6][CH:5]=1. (2) Given the reactants [OH:1][CH2:2][CH2:3][N:4]([CH2:21][CH2:22][OH:23])[C:5]1[CH:10]=[CH:9][C:8]([C:11]2[NH:12][C:13]3[CH:19]=[C:18]([NH2:20])[CH:17]=[CH:16][C:14]=3[N:15]=2)=[CH:7][CH:6]=1.[OH:24][CH2:25][CH2:26][N:27]([CH2:46][CH2:47][OH:48])[C:28]1[CH:33]=[CH:32][C:31]([C:34]2[NH:35][C:36]3[CH:42]=[C:41]([C:43]([O-])=[O:44])[CH:40]=[CH:39][C:37]=3[N:38]=2)=[CH:30][CH:29]=1, predict the reaction product. The product is: [OH:24][CH2:25][CH2:26][N:27]([CH2:46][CH2:47][OH:48])[C:28]1[CH:33]=[CH:32][C:31]([C:34]2[NH:35][C:36]3[CH:42]=[C:41]([C:43]([NH:20][C:18]4[CH:17]=[CH:16][C:14]5[NH:15][C:11]([C:8]6[CH:9]=[CH:10][C:5]([N:4]([CH2:21][CH2:22][OH:23])[CH2:3][CH2:2][OH:1])=[CH:6][CH:7]=6)=[N:12][C:13]=5[CH:19]=4)=[O:44])[CH:40]=[CH:39][C:37]=3[N:38]=2)=[CH:30][CH:29]=1. (3) Given the reactants [CH3:1][Li].C[CH2:4][O:5][CH2:6][CH3:7].[Br:8][C:9]1[CH:10]=C(C=O)[C:12]([C:15]2[CH:20]=[CH:19][CH:18]=[CH:17][C:16]=2[CH3:21])=[CH:13][CH:14]=1.IC, predict the reaction product. The product is: [CH3:4][O:5][CH:6]([C:7]1[CH:10]=[C:9]([Br:8])[CH:14]=[CH:13][C:12]=1[C:15]1[CH:20]=[CH:19][CH:18]=[CH:17][C:16]=1[CH3:21])[CH3:1]. (4) Given the reactants Cl[C:2]1[CH:12]=[C:6]2[N:7]([CH3:11])[CH2:8][CH2:9][CH2:10][N:5]2[C:4](=[O:13])[N:3]=1.[F:14][C:15]1[CH:16]=[C:17]([CH2:33][OH:34])[CH:18]=[CH:19][C:20]=1[O:21][C:22]1[CH:27]=[CH:26][C:25]([F:28])=[C:24]([C:29]([F:32])([F:31])[F:30])[CH:23]=1, predict the reaction product. The product is: [F:14][C:15]1[CH:16]=[C:17]([CH:18]=[CH:19][C:20]=1[O:21][C:22]1[CH:27]=[CH:26][C:25]([F:28])=[C:24]([C:29]([F:32])([F:30])[F:31])[CH:23]=1)[CH2:33][O:34][C:2]1[CH:12]=[C:6]2[N:7]([CH3:11])[CH2:8][CH2:9][CH2:10][N:5]2[C:4](=[O:13])[N:3]=1. (5) Given the reactants [CH3:1][O:2][C:3]1[CH:4]=[C:5]([CH:19]=[CH:20][C:21]=1[O:22][CH3:23])[C:6]1[C:15](=[O:16])[C:14]2[C:9](=[C:10]([CH3:18])[C:11]([OH:17])=[CH:12][CH:13]=2)[O:8][CH:7]=1.[C:24](O)(=[O:26])[CH3:25], predict the reaction product. The product is: [C:24]([O:17][C:11]1[C:10]([CH3:18])=[C:9]2[C:14]([C:15](=[O:16])[C:6]([C:5]3[CH:19]=[CH:20][C:21]([O:22][CH3:23])=[C:3]([O:2][CH3:1])[CH:4]=3)=[CH:7][O:8]2)=[CH:13][CH:12]=1)(=[O:26])[CH3:25]. (6) The product is: [CH3:1][C:2]1[CH:3]=[C:4]([C:12]2[CH:17]=[C:16]([C:18]([F:21])([F:19])[F:20])[N:15]3[N:22]=[CH:23][C:24]([C:25]4[O:28][N:29]=[C:30]([C:31]5[CH:36]=[CH:35][C:34]([S:37]([NH2:38])(=[O:39])=[O:40])=[CH:33][CH:32]=5)[N:41]=4)=[C:14]3[N:13]=2)[CH:5]=[CH:6][C:7]=1[C:8]([F:9])([F:10])[F:11]. Given the reactants [CH3:1][C:2]1[CH:3]=[C:4]([C:12]2[CH:17]=[C:16]([C:18]([F:21])([F:20])[F:19])[N:15]3[N:22]=[CH:23][C:24]([C:25](O)=O)=[C:14]3[N:13]=2)[CH:5]=[CH:6][C:7]=1[C:8]([F:11])([F:10])[F:9].[OH:28][NH:29][C:30](=[NH:41])[C:31]1[CH:36]=[CH:35][C:34]([S:37](=[O:40])(=[O:39])[NH2:38])=[CH:33][CH:32]=1, predict the reaction product. (7) Given the reactants [C:1]([O:5][C:6]([N:8]([C:16]1[CH:21]=[C:20]([CH3:22])[C:19]([C:23]#[N:24])=[C:18]([CH3:25])[N:17]=1)C(=O)OC(C)(C)C)=[O:7])([CH3:4])([CH3:3])[CH3:2].CO.OO.[OH-].[Na+], predict the reaction product. The product is: [C:23]([C:19]1[C:20]([CH3:22])=[CH:21][C:16]([NH:8][C:6](=[O:7])[O:5][C:1]([CH3:2])([CH3:3])[CH3:4])=[N:17][C:18]=1[CH3:25])#[N:24].